Dataset: Reaction yield outcomes from USPTO patents with 853,638 reactions. Task: Predict the reaction yield, written as a fraction of the theoretical maximum amount of product (1.0 means a 100% yield; for example, 0.34 means a 34% yield). (1) The reactants are C(O[C:5](=[O:7])[CH3:6])(=O)C.[F:8][C:9]1[CH:15]=[CH:14][C:12]([NH2:13])=[CH:11][CH:10]=1.Br[C:17]1[CH:22]=[CH:21][C:20]([F:23])=[CH:19][CH:18]=1.C(=O)([O-])[O-].[K+].[K+]. The catalyst is C1(C)C(C)=CC=CC=1.[Cu](I)I.C(Cl)Cl. The product is [F:8][C:9]1[CH:15]=[CH:14][C:12]([N:13]([C:17]2[CH:22]=[CH:21][C:20]([F:23])=[CH:19][CH:18]=2)[C:5](=[O:7])[CH3:6])=[CH:11][CH:10]=1. The yield is 0.460. (2) The reactants are [O:1]=[C:2]1[C:7]([CH2:8][C:9]2[CH:14]=[CH:13][C:12]([C:15]3[C:16]([C:21]#[N:22])=[CH:17][CH:18]=[CH:19][CH:20]=3)=[CH:11][CH:10]=2)=[C:6]([CH2:23][CH2:24][CH3:25])[N:5]2[N:26]=[CH:27][N:28]=[C:4]2[NH:3]1.[CH3:29][O:30][C:31]1[CH:32]=[C:33](B(O)O)[CH:34]=[CH:35][CH:36]=1.C(N(CC)CC)C.N1C=CC=CC=1. The catalyst is ClCCl.C(OCC)(=O)C.C([O-])(=O)C.[Cu+2].C([O-])(=O)C. The product is [CH3:29][O:30][C:31]1[CH:36]=[C:35]([N:3]2[C:2](=[O:1])[C:7]([CH2:8][C:9]3[CH:10]=[CH:11][C:12]([C:15]4[C:16]([C:21]#[N:22])=[CH:17][CH:18]=[CH:19][CH:20]=4)=[CH:13][CH:14]=3)=[C:6]([CH2:23][CH2:24][CH3:25])[N:5]3[N:26]=[CH:27][N:28]=[C:4]23)[CH:34]=[CH:33][CH:32]=1. The yield is 1.00.